This data is from Forward reaction prediction with 1.9M reactions from USPTO patents (1976-2016). The task is: Predict the product of the given reaction. Given the reactants [NH2:1][C:2]([CH3:11])([CH2:6][C:7]([F:10])([F:9])[F:8])[C:3]([OH:5])=[O:4].C(N(CC)CC)C.Cl[C:20]([O:22][CH2:23][C:24]1[CH:29]=[CH:28][CH:27]=[CH:26][CH:25]=1)=[O:21], predict the reaction product. The product is: [CH2:23]([O:22][C:20]([NH:1][C:2]([CH3:11])([CH2:6][C:7]([F:8])([F:9])[F:10])[C:3]([OH:5])=[O:4])=[O:21])[C:24]1[CH:29]=[CH:28][CH:27]=[CH:26][CH:25]=1.